The task is: Predict which catalyst facilitates the given reaction.. This data is from Catalyst prediction with 721,799 reactions and 888 catalyst types from USPTO. (1) Product: [OH:2][C:3]1[CH:4]=[CH:5][C:6]([S:9][C:10]2[N:15]=[C:14]([CH3:16])[C:13]([CH2:17][N:18]3[CH2:23][CH2:22][CH:21]([N:24]4[C@H:28]([C:29]5[CH:30]=[CH:31][CH:32]=[CH:33][CH:34]=5)[CH2:27][NH:26][C:25]4=[O:35])[CH2:20][CH2:19]3)=[CH:12][CH:11]=2)=[CH:7][CH:8]=1. The catalyst class is: 2. Reactant: C[O:2][C:3]1[CH:8]=[CH:7][C:6]([S:9][C:10]2[N:15]=[C:14]([CH3:16])[C:13]([CH2:17][N:18]3[CH2:23][CH2:22][CH:21]([N:24]4[C@H:28]([C:29]5[CH:34]=[CH:33][CH:32]=[CH:31][CH:30]=5)[CH2:27][NH:26][C:25]4=[O:35])[CH2:20][CH2:19]3)=[CH:12][CH:11]=2)=[CH:5][CH:4]=1.B(Br)(Br)Br.CO. (2) Reactant: C(OC([N:8]1[CH2:12][C@@H:11]([O:13][CH2:14][C:15]2[CH:20]=[CH:19][CH:18]=[CH:17][CH:16]=2)[CH2:10][C@H:9]1[C:21]([OH:23])=[O:22])=O)(C)(C)C.FC(F)(F)C(O)=O. Product: [CH2:14]([O:13][C@@H:11]1[CH2:12][NH:8][C@H:9]([C:21]([OH:23])=[O:22])[CH2:10]1)[C:15]1[CH:20]=[CH:19][CH:18]=[CH:17][CH:16]=1. The catalyst class is: 4. (3) Reactant: [CH3:1][N:2]([C:21]1[CH:29]=[C:28]2[C:24]([C:25]([CH3:30])=[N:26][NH:27]2)=[CH:23][CH:22]=1)[C:3]1[CH:8]=[CH:7][N:6]=[C:5]([NH:9][C:10]2[CH:15]=[CH:14][CH:13]=[C:12]([CH2:16][S:17]([CH3:20])(=[O:19])=[O:18])[CH:11]=2)[N:4]=1.[C:31]([O-])([O-])=O.[Cs+].[Cs+].IC. Product: [CH3:31][N:27]1[C:28]2[C:24](=[CH:23][CH:22]=[C:21]([N:2]([CH3:1])[C:3]3[CH:8]=[CH:7][N:6]=[C:5]([NH:9][C:10]4[CH:15]=[CH:14][CH:13]=[C:12]([CH2:16][S:17]([CH3:20])(=[O:19])=[O:18])[CH:11]=4)[N:4]=3)[CH:29]=2)[C:25]([CH3:30])=[N:26]1. The catalyst class is: 18. (4) Reactant: CCN(C(C)C)C(C)C.[Cl:10][C:11]1[CH:12]=[CH:13][C:14]2[N:15]=[CH:16][N:17]=[C:18](OC3CCOCC3)[C:19]=2[N:20]=1.[C:28]([O:32][C:33]([N:35]1[CH2:40][CH2:39][CH:38]([NH2:41])[CH2:37][CH2:36]1)=[O:34])([CH3:31])([CH3:30])[CH3:29]. Product: [Cl:10][C:11]1[CH:12]=[CH:13][C:14]2[N:15]=[CH:16][N:17]=[C:18]([NH:41][CH:38]3[CH2:37][CH2:36][N:35]([C:33]([O:32][C:28]([CH3:31])([CH3:30])[CH3:29])=[O:34])[CH2:40][CH2:39]3)[C:19]=2[N:20]=1. The catalyst class is: 12. (5) Reactant: C(OC([N:8]1[CH2:13][CH2:12][C:11]([C:24]#[N:25])([NH:14][C:15]([C:17]2[CH:18]=[N:19][CH:20]=[C:21]([CH3:23])[CH:22]=2)=[O:16])[CH2:10][CH2:9]1)=O)(C)(C)C.[ClH:26]. Product: [ClH:26].[ClH:26].[C:24]([C:11]1([NH:14][C:15](=[O:16])[C:17]2[CH:22]=[C:21]([CH3:23])[CH:20]=[N:19][CH:18]=2)[CH2:12][CH2:13][NH:8][CH2:9][CH2:10]1)#[N:25]. The catalyst class is: 12. (6) Reactant: [C:1](Cl)(=[O:5])[C:2](Cl)=O.[CH2:7]([O:9][C:10]([C:12]1[NH:13][C:14]2[C:19](C=1)=[CH:18][C:17]([Br:21])=[CH:16][CH:15]=2)=[O:11])[CH3:8].C([O-])(O)=O.[Na+]. Product: [CH2:7]([O:9][C:10]([C:12]1[NH:13][C:14]2[C:15]([C:2]=1[CH:1]=[O:5])=[CH:16][C:17]([Br:21])=[CH:18][CH:19]=2)=[O:11])[CH3:8]. The catalyst class is: 59. (7) Reactant: [CH3:1][C:2]1[CH:11]=[CH:10][C:5]([C:6]([O:8]C)=O)=[C:4]([N:12]2[CH:16]=[CH:15][C:14]([CH3:17])=[N:13]2)[N:3]=1.C[Si](C)(C)[C:20]([F:23])([F:22])[F:21].[F-].C([N+](CCCC)(CCCC)CCCC)CCC. Product: [F:21][C:20]([F:23])([F:22])[C:6]([C:5]1[C:4]([N:12]2[CH:16]=[CH:15][C:14]([CH3:17])=[N:13]2)=[N:3][C:2]([CH3:1])=[CH:11][CH:10]=1)=[O:8]. The catalyst class is: 11.